The task is: Predict which catalyst facilitates the given reaction.. This data is from Catalyst prediction with 721,799 reactions and 888 catalyst types from USPTO. (1) Reactant: [O:1]1[C:5]2[CH:6]=[CH:7][CH:8]=[CH:9][C:4]=2[N:3]=[C:2]1[NH:10][CH2:11][CH2:12][NH:13]C(=O)OC(C)(C)C.Cl. Product: [O:1]1[C:5]2[CH:6]=[CH:7][CH:8]=[CH:9][C:4]=2[N:3]=[C:2]1[NH:10][CH2:11][CH2:12][NH2:13]. The catalyst class is: 12. (2) Reactant: [Cl:1][C:2]1[CH:7]=[C:6]([NH:8][CH:9]2[CH2:11][CH2:10]2)[N:5]2[N:12]=[CH:13][C:14]([CH:15]=O)=[C:4]2[N:3]=1.[S:17]1[CH2:21][C:20](=[O:22])[NH:19][C:18]1=[O:23].N1CCCCC1.C(O)(C)C. Product: [Cl:1][C:2]1[CH:7]=[C:6]([NH:8][CH:9]2[CH2:10][CH2:11]2)[N:5]2[N:12]=[CH:13][C:14]([CH:15]=[C:21]3[S:17][C:18](=[O:23])[NH:19][C:20]3=[O:22])=[C:4]2[N:3]=1. The catalyst class is: 14. (3) Product: [Cl:1][C:2]1[C:3]([CH3:19])=[C:4]([N:8]([S:9]([C:12]2[CH:17]=[CH:16][C:15]([F:18])=[CH:14][CH:13]=2)(=[O:10])=[O:11])[CH2:21][C:22]([NH:24][CH2:25][C:26]2[CH:27]=[CH:28][C:29]([O:32][CH3:33])=[CH:30][CH:31]=2)=[O:23])[CH:5]=[CH:6][CH:7]=1. The catalyst class is: 3. Reactant: [Cl:1][C:2]1[C:3]([CH3:19])=[C:4]([NH:8][S:9]([C:12]2[CH:17]=[CH:16][C:15]([F:18])=[CH:14][CH:13]=2)(=[O:11])=[O:10])[CH:5]=[CH:6][CH:7]=1.Br[CH2:21][C:22]([NH:24][CH2:25][C:26]1[CH:31]=[CH:30][C:29]([O:32][CH3:33])=[CH:28][CH:27]=1)=[O:23].C(=O)([O-])[O-].[K+].[K+].C(=O)([O-])O.[Na+]. (4) Product: [C:24]1([N:30]2[CH2:35][CH2:34][N:33]([CH2:2][CH2:3][CH2:4][C:5]([C:7]3[CH:23]=[CH:22][C:10]4[CH2:11][CH2:12][N:13]([C:16](=[O:21])[C:17]([F:20])([F:19])[F:18])[CH2:14][CH2:15][C:9]=4[CH:8]=3)=[O:6])[CH2:32][CH2:31]2)[CH:29]=[CH:28][CH:27]=[CH:26][CH:25]=1. The catalyst class is: 6. Reactant: Br[CH2:2][CH2:3][CH2:4][C:5]([C:7]1[CH:23]=[CH:22][C:10]2[CH2:11][CH2:12][N:13]([C:16](=[O:21])[C:17]([F:20])([F:19])[F:18])[CH2:14][CH2:15][C:9]=2[CH:8]=1)=[O:6].[C:24]1([N:30]2[CH2:35][CH2:34][NH:33][CH2:32][CH2:31]2)[CH:29]=[CH:28][CH:27]=[CH:26][CH:25]=1.C(=O)([O-])[O-].[K+].[K+].CN(C)C=O. (5) Product: [CH2:13]1[NH:12][CH2:11][CH2:10][N:9]2[C:4](=[O:3])[CH2:5][CH2:6][CH2:7][CH:8]12. Reactant: C([O:3][C:4](=O)[CH2:5][CH2:6][CH2:7][C:8]1[CH:13]=[N:12][CH:11]=[CH:10][N:9]=1)C. The catalyst class is: 256. (6) Reactant: [Cl:1][C:2]1[CH:7]=[CH:6][C:5]([S:8]([N:11]2[C:17]3[CH:18]=[CH:19][CH:20]=[C:21]([O:22][CH3:23])[C:16]=3[CH2:15][CH2:14][CH2:13][CH2:12]2)(=[O:10])=[O:9])=[CH:4][C:3]=1[N+:24]([O-])=O.Cl.O.[OH-].[Na+]. Product: [Cl:1][C:2]1[CH:7]=[CH:6][C:5]([S:8]([N:11]2[C:17]3[CH:18]=[CH:19][CH:20]=[C:21]([O:22][CH3:23])[C:16]=3[CH2:15][CH2:14][CH2:13][CH2:12]2)(=[O:10])=[O:9])=[CH:4][C:3]=1[NH2:24]. The catalyst class is: 8. (7) Reactant: [F:1][C:2]([F:7])([F:6])[C:3]([OH:5])=[O:4].[CH:8]1([N:11]2[C:15]3[C:16]([O:34][C@@H:35]([C@H:37]4[CH2:41][NH:40][C:39](=[O:42])[CH2:38]4)[CH3:36])=[N:17][C:18]([C:20]4[CH:25]=[CH:24][C:23]([N:26]5[CH2:31][CH2:30][NH:29][CH2:28][CH2:27]5)=[C:22]([O:32][CH3:33])[CH:21]=4)=[CH:19][C:14]=3[N:13]=[CH:12]2)[CH2:10][CH2:9]1.C(N(CC)CC)C.[CH3:50][S:51](O[S:51]([CH3:50])(=[O:53])=[O:52])(=[O:53])=[O:52]. Product: [CH:8]1([N:11]2[C:15]3[C:16]([O:34][C@@H:35]([C@H:37]4[CH2:41][NH:40][C:39](=[O:42])[CH2:38]4)[CH3:36])=[N:17][C:18]([C:20]4[CH:25]=[CH:24][C:23]([N:26]5[CH2:31][CH2:30][N:29]([S:51]([CH3:50])(=[O:53])=[O:52])[CH2:28][CH2:27]5)=[C:22]([O:32][CH3:33])[CH:21]=4)=[CH:19][C:14]=3[N:13]=[CH:12]2)[CH2:10][CH2:9]1.[F:1][C:2]([F:7])([F:6])[C:3]([OH:5])=[O:4]. The catalyst class is: 2.